Dataset: Forward reaction prediction with 1.9M reactions from USPTO patents (1976-2016). Task: Predict the product of the given reaction. Given the reactants CN(C(ON1N=NC2C=CC=CC1=2)=[N+](C)C)C.[B-](F)(F)(F)F.[CH:23]1([C:28]([OH:30])=O)[CH2:27][CH2:26][CH2:25][CH2:24]1.[NH:31]1[C:39]2[C:34](=[CH:35][CH:36]=[CH:37][CH:38]=2)[C:33]([C:40]2[N:41]=[N:42][N:43]([C:45]3[CH:50]=[CH:49][C:48]([CH2:51][NH2:52])=[CH:47][CH:46]=3)[CH:44]=2)=[N:32]1.CCN(C(C)C)C(C)C, predict the reaction product. The product is: [NH:31]1[C:39]2[C:34](=[CH:35][CH:36]=[CH:37][CH:38]=2)[C:33]([C:40]2[N:41]=[N:42][N:43]([C:45]3[CH:50]=[CH:49][C:48]([CH2:51][NH:52][C:28]([CH:23]4[CH2:24][CH2:25][CH2:26][CH2:27]4)=[O:30])=[CH:47][CH:46]=3)[CH:44]=2)=[N:32]1.